This data is from Forward reaction prediction with 1.9M reactions from USPTO patents (1976-2016). The task is: Predict the product of the given reaction. (1) Given the reactants OS(O)(=O)=O.[CH2:6]([OH:10])[CH2:7][CH:8]=C.[Br:11][C:12]1[CH:19]=[C:18]([Cl:20])[CH:17]=[CH:16][C:13]=1[CH:14]=[O:15].[C:21]([O-])(O)=O.[Na+], predict the reaction product. The product is: [Br:11][C:12]1[CH:19]=[C:18]([Cl:20])[CH:17]=[CH:16][C:13]=1[CH:14]1[CH2:21][CH:6]([OH:10])[CH2:7][CH2:8][O:15]1. (2) Given the reactants C([NH:5][S:6]([CH2:9][O:10][C:11]1[CH:16]=[CH:15][C:14]([CH:17]=[O:18])=[C:13]([Cl:19])[CH:12]=1)(=[O:8])=[O:7])(C)(C)C.Cl, predict the reaction product. The product is: [Cl:19][C:13]1[CH:12]=[C:11]([CH:16]=[CH:15][C:14]=1[CH:17]=[O:18])[O:10][CH2:9][S:6]([NH2:5])(=[O:8])=[O:7].